This data is from Full USPTO retrosynthesis dataset with 1.9M reactions from patents (1976-2016). The task is: Predict the reactants needed to synthesize the given product. (1) Given the product [Cl:19][C:20]1[CH:25]=[CH:24][CH:23]=[CH:22][C:21]=1[CH2:26][C:27]([NH:1][N:2]1[N:11]=[C:10]([N:12]2[CH2:17][CH2:16][O:15][CH2:14][CH2:13]2)[C:9]2[C:4](=[CH:5][CH:6]=[CH:7][CH:8]=2)[C:3]1=[O:18])=[O:28], predict the reactants needed to synthesize it. The reactants are: [NH2:1][N:2]1[N:11]=[C:10]([N:12]2[CH2:17][CH2:16][O:15][CH2:14][CH2:13]2)[C:9]2[C:4](=[CH:5][CH:6]=[CH:7][CH:8]=2)[C:3]1=[O:18].[Cl:19][C:20]1[CH:25]=[CH:24][CH:23]=[CH:22][C:21]=1[CH2:26][C:27](O)=[O:28]. (2) Given the product [F:38][C:2]([F:1])([F:39])[C:3]1[CH:4]=[C:5]([CH:31]=[C:32]([C:34]([F:35])([F:36])[F:37])[CH:33]=1)[CH2:6][N:7]([CH2:14][C:15]1[CH:16]=[C:17]2[C:28]([CH3:29])=[N:27][N:26]([CH3:30])[C:18]2=[N:19][C:20]=1[N:21]([CH2:22][CH:23]1[CH2:24][CH2:25]1)[C:50]([CH:47]1[CH2:49][CH2:48]1)=[O:51])[C:8]1[N:9]=[N:10][N:11]([CH3:13])[N:12]=1, predict the reactants needed to synthesize it. The reactants are: [F:1][C:2]([F:39])([F:38])[C:3]1[CH:4]=[C:5]([CH:31]=[C:32]([C:34]([F:37])([F:36])[F:35])[CH:33]=1)[CH2:6][N:7]([CH2:14][C:15]1[CH:16]=[C:17]2[C:28]([CH3:29])=[N:27][N:26]([CH3:30])[C:18]2=[N:19][C:20]=1[NH:21][CH2:22][CH:23]1[CH2:25][CH2:24]1)[C:8]1[N:9]=[N:10][N:11]([CH3:13])[N:12]=1.C(N(CC)CC)C.[CH:47]1([C:50](Cl)=[O:51])[CH2:49][CH2:48]1. (3) The reactants are: [F:1][C:2]1[C:7]([F:8])=[CH:6][CH:5]=[CH:4][C:3]=1[C:9]1[N:35]=[C:12]2[CH:13]=[N:14][N:15]([CH2:17][C:18]3[N:23]=[N:22][C:21]([C:24]4[CH:29]=[CH:28][C:27]([OH:30])=[CH:26][C:25]=4[C:31]([F:34])([F:33])[F:32])=[CH:20][CH:19]=3)[CH:16]=[C:11]2[N:10]=1.Cl[CH2:37][C:38](=[O:40])[CH3:39]. Given the product [F:1][C:2]1[C:7]([F:8])=[CH:6][CH:5]=[CH:4][C:3]=1[C:9]1[N:35]=[C:12]2[CH:13]=[N:14][N:15]([CH2:17][C:18]3[N:23]=[N:22][C:21]([C:24]4[CH:29]=[CH:28][C:27]([O:30][CH2:37][C:38](=[O:40])[CH3:39])=[CH:26][C:25]=4[C:31]([F:33])([F:34])[F:32])=[CH:20][CH:19]=3)[CH:16]=[C:11]2[N:10]=1, predict the reactants needed to synthesize it. (4) Given the product [Br:1][C:2]1[CH:3]=[CH:4][C:5]([C:8]2[CH2:12][CH:11]([CH2:13][O:14][Si:22]([C:25]([CH3:28])([CH3:27])[CH3:26])([CH3:24])[CH3:23])[O:10][N:9]=2)=[CH:6][CH:7]=1, predict the reactants needed to synthesize it. The reactants are: [Br:1][C:2]1[CH:7]=[CH:6][C:5]([C:8]2[CH2:12][CH:11]([CH2:13][OH:14])[O:10][N:9]=2)=[CH:4][CH:3]=1.C(N(CC)CC)C.[Si:22](Cl)([C:25]([CH3:28])([CH3:27])[CH3:26])([CH3:24])[CH3:23].O. (5) The reactants are: P(Cl)(Cl)(Cl)(Cl)Cl.[CH3:7][N:8]1[CH2:13][CH2:12][N:11]([C:14]2[O:15][C:16]3[C:22]([CH3:23])=[CH:21][CH:20]=[CH:19][C:17]=3[N:18]=2)[CH2:10][CH2:9]1.SC1OC2C(C)=CC=CC=2N=1.CN1CCNCC1. Given the product [CH3:7][N:8]1[CH2:9][CH2:10][N:11]([C:14]2[O:15][C:16]3[C:22]([CH3:23])=[CH:21][CH:20]=[CH:19][C:17]=3[N:18]=2)[CH2:12][CH2:13]1, predict the reactants needed to synthesize it. (6) Given the product [F:9][C:4]1[CH:3]=[C:2]([C:20]2([OH:23])[CH2:21][CH2:22][N:18]([C:11]([O:13][C:14]([CH3:16])([CH3:15])[CH3:17])=[O:12])[CH2:19]2)[CH:7]=[C:6]([F:8])[CH:5]=1, predict the reactants needed to synthesize it. The reactants are: Br[C:2]1[CH:7]=[C:6]([F:8])[CH:5]=[C:4]([F:9])[CH:3]=1.[Mg].[C:11]([N:18]1[CH2:22][CH2:21][C:20](=[O:23])[CH2:19]1)([O:13][C:14]([CH3:17])([CH3:16])[CH3:15])=[O:12].[Cl-].[NH4+]. (7) Given the product [CH3:1][O:2][C:3]1[N:4]=[C:5]2[C:10](=[CH:11][CH:12]=1)[N:9]=[CH:8][CH:7]=[C:6]2[O:13][S:24]([C:23]([F:36])([F:35])[F:22])(=[O:26])=[O:25], predict the reactants needed to synthesize it. The reactants are: [CH3:1][O:2][C:3]1[N:4]=[C:5]2[C:10](=[CH:11][CH:12]=1)[N:9]=[CH:8][CH:7]=[C:6]2[OH:13].N1C(C)=CC=CC=1C.[F:22][C:23]([F:36])([F:35])[S:24](O[S:24]([C:23]([F:36])([F:35])[F:22])(=[O:26])=[O:25])(=[O:26])=[O:25]. (8) Given the product [Cl:1][C:2]1[CH:3]=[C:4]([NH:9][C:10]2[C:11]3[C:12](=[CH:13][N:14]=[CH:15][CH:16]=3)[O:17][C:22]=2[NH2:23])[CH:5]=[CH:6][C:7]=1[F:8], predict the reactants needed to synthesize it. The reactants are: [Cl:1][C:2]1[CH:3]=[C:4]([N:9]=[CH:10][C:11]2[CH:16]=[CH:15][N:14]=[CH:13][C:12]=2[OH:17])[CH:5]=[CH:6][C:7]=1[F:8].[Si]([C:22]#[N:23])(C)(C)C. (9) Given the product [CH3:21][S:22][C:23]1[CH:28]=[CH:27][C:26]([NH:29][C:2]2[CH:7]=[C:6]([C:8]3[CH:13]=[CH:12][CH:11]=[CH:10][CH:9]=3)[N:5]=[C:4]([N:14]3[CH2:19][CH2:18][CH:17]([OH:20])[CH2:16][CH2:15]3)[N:3]=2)=[CH:25][CH:24]=1, predict the reactants needed to synthesize it. The reactants are: Cl[C:2]1[CH:7]=[C:6]([C:8]2[CH:13]=[CH:12][CH:11]=[CH:10][CH:9]=2)[N:5]=[C:4]([N:14]2[CH2:19][CH2:18][CH:17]([OH:20])[CH2:16][CH2:15]2)[N:3]=1.[CH3:21][S:22][C:23]1[CH:28]=[CH:27][C:26]([NH2:29])=[CH:25][CH:24]=1.